Dataset: Forward reaction prediction with 1.9M reactions from USPTO patents (1976-2016). Task: Predict the product of the given reaction. (1) Given the reactants [Cl:1][C:2]1[CH:3]=[C:4]([CH:14]=[CH:15][C:16]=1[Cl:17])[CH2:5][N:6]1[CH2:11][CH2:10][O:9][CH:8]([CH2:12][NH2:13])[CH2:7]1.[F:18][C:19]1[CH:24]=[CH:23][CH:22]=[C:21]([F:25])[C:20]=1[CH2:26][C:27](O)=[O:28], predict the reaction product. The product is: [Cl:1][C:2]1[CH:3]=[C:4]([CH:14]=[CH:15][C:16]=1[Cl:17])[CH2:5][N:6]1[CH2:11][CH2:10][O:9][CH:8]([CH2:12][NH:13][C:27](=[O:28])[CH2:26][C:20]2[C:19]([F:18])=[CH:24][CH:23]=[CH:22][C:21]=2[F:25])[CH2:7]1. (2) Given the reactants [OH-].[Na+].[CH2:3]([O:5][CH2:6][CH2:7][O:8][C:9]1[CH:17]=[C:16]2[C:12]([CH:13]=[CH:14][NH:15]2)=[CH:11][C:10]=1[O:18][C:19]1[CH:24]=[CH:23][N:22]=[C:21]([NH:25]C(=O)C)[CH:20]=1)[CH3:4], predict the reaction product. The product is: [CH2:3]([O:5][CH2:6][CH2:7][O:8][C:9]1[CH:17]=[C:16]2[C:12]([CH:13]=[CH:14][NH:15]2)=[CH:11][C:10]=1[O:18][C:19]1[CH:24]=[CH:23][N:22]=[C:21]([NH2:25])[CH:20]=1)[CH3:4].